Task: Predict the reactants needed to synthesize the given product.. Dataset: Full USPTO retrosynthesis dataset with 1.9M reactions from patents (1976-2016) (1) Given the product [CH3:44][C:45]1[CH:53]=[CH:52][CH:51]=[CH:50][C:46]=1[C:47]([O:17][CH2:16][C:13]1[CH:14]=[CH:15][N:10]2[N:9]=[C:8]([C:5]3[CH:4]=[CH:3][C:2]([F:1])=[CH:7][CH:6]=3)[C:18]([C:19]3[CH:20]=[CH:21][N:22]=[CH:23][CH:24]=3)=[C:11]2[CH:12]=1)=[O:48], predict the reactants needed to synthesize it. The reactants are: [F:1][C:2]1[CH:7]=[CH:6][C:5]([C:8]2[C:18]([C:19]3[CH:24]=[CH:23][N:22]=[CH:21][CH:20]=3)=[C:11]3[CH:12]=[C:13]([CH2:16][OH:17])[CH:14]=[CH:15][N:10]3[N:9]=2)=[CH:4][CH:3]=1.C1(P(C2C=CC=CC=2)C2C=CC=CC=2)C=CC=CC=1.[CH3:44][C:45]1[CH:53]=[CH:52][CH:51]=[CH:50][C:46]=1[C:47](O)=[O:48].N(C(OCC)=O)=NC(OCC)=O. (2) Given the product [CH:1]1([CH2:7][C:8]2[CH:13]=[C:12]([C:14]([F:16])([F:17])[F:15])[CH:11]=[CH:10][C:9]=2[OH:18])[CH2:2][CH2:3][CH2:4][CH2:5][CH2:6]1, predict the reactants needed to synthesize it. The reactants are: [CH:1]1([CH2:7][C:8]2[CH:13]=[C:12]([C:14]([F:17])([F:16])[F:15])[CH:11]=[CH:10][C:9]=2[O:18]C)[CH2:6][CH2:5][CH2:4][CH2:3][CH2:2]1.B(Cl)(Cl)Cl. (3) The reactants are: [CH3:1][O:2][CH2:3][N:4]1[C:8]2[CH:9]=[CH:10][C:11]([CH:13]([C:15]3[CH:19]=[CH:18][N:17]([C:20]4[N:25]=[CH:24][C:23]([CH2:26][O:27][CH2:28][C:29]([OH:31])=O)=[CH:22][CH:21]=4)[N:16]=3)[CH3:14])=[CH:12][C:7]=2[S:6][C:5]1=[O:32].Cl.CN(C)CCCN=C=NCC.Cl.[CH3:46][NH:47][O:48][CH3:49].N1C=CC=CC=1. Given the product [CH3:49][O:48][N:47]([CH3:46])[C:29](=[O:31])[CH2:28][O:27][CH2:26][C:23]1[CH:24]=[N:25][C:20]([N:17]2[CH:18]=[CH:19][C:15]([CH:13]([C:11]3[CH:10]=[CH:9][C:8]4[N:4]([CH2:3][O:2][CH3:1])[C:5](=[O:32])[S:6][C:7]=4[CH:12]=3)[CH3:14])=[N:16]2)=[CH:21][CH:22]=1, predict the reactants needed to synthesize it. (4) Given the product [CH3:16][O:17][C:18](=[O:19])[CH:20]([OH:22])[CH2:21][NH:1][C:2]1[CH:3]=[C:4]2[C:8](=[C:9]([F:11])[CH:10]=1)[N:7]([CH:12]([CH3:13])[CH3:14])[C:6](=[O:15])[CH2:5]2, predict the reactants needed to synthesize it. The reactants are: [NH2:1][C:2]1[CH:3]=[C:4]2[C:8](=[C:9]([F:11])[CH:10]=1)[N:7]([CH:12]([CH3:14])[CH3:13])[C:6](=[O:15])[CH2:5]2.[CH3:16][O:17][C:18]([C@@H:20]1[O:22][CH2:21]1)=[O:19].FC(F)(F)S([O-])(=O)=O.[Li+].